From a dataset of Forward reaction prediction with 1.9M reactions from USPTO patents (1976-2016). Predict the product of the given reaction. (1) Given the reactants O.[I-:2].[I-].[I-].[I-].[CH:6]1[C:19]2[C:10](=[S+:11][C:12]3[C:17]([N:18]=2)=[CH:16][CH:15]=[CH:14][CH:13]=3)[CH:9]=[CH:8][CH:7]=1.[CH:20]1[C:33]2[C:24](=[S+:25][C:26]3[C:31]([N:32]=2)=[CH:30][CH:29]=[CH:28][CH:27]=3)[CH:23]=[CH:22][CH:21]=1.[CH:34]1[C:47]2[C:38](=[S+:39][C:40]3[C:45]([N:46]=2)=[CH:44][CH:43]=[CH:42][CH:41]=3)[CH:37]=[CH:36][CH:35]=1.C1[C:61]2C(=[S+]C3[C:59]([N:60]=2)=CC=CC=3)C=CC=1.[CH3:62][NH:63][CH3:64], predict the reaction product. The product is: [I-:2].[I-:2].[I-:2].[CH3:31][N:32]([CH3:33])[C:8]1[CH:7]=[CH:6][C:19]2[C:10]([CH:9]=1)=[S+:11][C:12]1[C:17](=[CH:16][CH:15]=[CH:14][CH:13]=1)[N:18]=2.[CH3:59][N:60]([C:36]1[CH:35]=[CH:34][C:47]2[C:38]([CH:37]=1)=[S+:39][C:40]1[C:45](=[CH:44][CH:43]=[CH:42][CH:41]=1)[N:46]=2)[CH3:61].[CH3:62][N:63]([C:22]1[CH:21]=[CH:20][C:33]2[C:24]([CH:23]=1)=[S+:25][C:26]1[C:31](=[CH:30][CH:29]=[CH:28][CH:27]=1)[N:32]=2)[CH3:64]. (2) Given the reactants [N+:1]([C:4]1[CH:5]=[C:6]2[C:10](=[CH:11][CH:12]=1)[NH:9][CH:8]=[CH:7]2)([O-:3])=[O:2].[K].CC(C)([O-])C.Cl[C:20]1[N:21]=[N:22][C:23]([Cl:28])=[CH:24][C:25]=1[C:26]#[N:27].O, predict the reaction product. The product is: [Cl:28][C:23]1[N:22]=[N:21][C:20]([N:9]2[C:10]3[C:6](=[CH:5][C:4]([N+:1]([O-:3])=[O:2])=[CH:12][CH:11]=3)[CH:7]=[CH:8]2)=[C:25]([C:26]#[N:27])[CH:24]=1. (3) Given the reactants [Br:1]Br.[F:3][C:4]([F:40])([F:39])[C:5]1[CH:6]=[C:7]([CH:32]=[C:33]([C:35]([F:38])([F:37])[F:36])[CH:34]=1)[CH2:8][N:9]1[C:13]([C:14]2[CH:15]=[N:16][CH:17]=[CH:18][CH:19]=2)=[C:12]([C:20](=[O:31])[CH2:21][C:22]([C:24]2[CH:29]=[CH:28][CH:27]=[CH:26][C:25]=2[Cl:30])=[O:23])[N:11]=[N:10]1.O, predict the reaction product. The product is: [F:40][C:4]([F:3])([F:39])[C:5]1[CH:6]=[C:7]([CH:32]=[C:33]([C:35]([F:38])([F:37])[F:36])[CH:34]=1)[CH2:8][N:9]1[C:13]([C:14]2[CH:15]=[N:16][CH:17]=[CH:18][CH:19]=2)=[C:12]([C:20](=[O:31])[CH:21]([Br:1])[C:22]([C:24]2[CH:29]=[CH:28][CH:27]=[CH:26][C:25]=2[Cl:30])=[O:23])[N:11]=[N:10]1.